This data is from Reaction yield outcomes from USPTO patents with 853,638 reactions. The task is: Predict the reaction yield, written as a fraction of the theoretical maximum amount of product (1.0 means a 100% yield; for example, 0.34 means a 34% yield). (1) The reactants are [CH3:1][C:2]([OH:16])([CH3:15])[CH2:3][C:4]1[N:5]([CH:9]2[CH2:14][CH2:13][CH2:12][CH2:11][O:10]2)[CH:6]=[CH:7][N:8]=1.C1C(=O)N([Br:24])C(=O)C1. The catalyst is CN(C=O)C. The product is [Br:24][C:7]1[N:8]=[C:4]([CH2:3][C:2]([CH3:1])([OH:16])[CH3:15])[N:5]([CH:9]2[CH2:14][CH2:13][CH2:12][CH2:11][O:10]2)[CH:6]=1. The yield is 0.340. (2) The reactants are [Cl:1][C:2]1[CH:3]=[C:4]2[C:8](=[CH:9][CH:10]=1)[NH:7][CH:6]=[C:5]2[CH2:11][CH2:12][NH:13][C:14](=[O:23])[C:15]1[CH:20]=[CH:19][CH:18]=[C:17]([CH2:21]Cl)[CH:16]=1.[F:24][C:25]1[CH:30]=[CH:29][C:28](B(O)O)=[CH:27][CH:26]=1.C(=O)([O-])[O-].[Na+].[Na+].[I-].[Na+]. The catalyst is C(COC)OC.O.C1C=CC([P]([Pd]([P](C2C=CC=CC=2)(C2C=CC=CC=2)C2C=CC=CC=2)([P](C2C=CC=CC=2)(C2C=CC=CC=2)C2C=CC=CC=2)[P](C2C=CC=CC=2)(C2C=CC=CC=2)C2C=CC=CC=2)(C2C=CC=CC=2)C2C=CC=CC=2)=CC=1. The product is [Cl:1][C:2]1[CH:3]=[C:4]2[C:8](=[CH:9][CH:10]=1)[NH:7][CH:6]=[C:5]2[CH2:11][CH2:12][NH:13][C:14](=[O:23])[C:15]1[CH:20]=[CH:19][CH:18]=[C:17]([CH2:21][C:28]2[CH:29]=[CH:30][C:25]([F:24])=[CH:26][CH:27]=2)[CH:16]=1. The yield is 0.710. (3) The reactants are [C:1]([O:5][C:6]([N:8]1[CH2:12][CH2:11][CH2:10][C@@H:9]1[CH2:13][O:14][C:15]1[CH:20]=[CH:19][C:18]([C:21](=[O:29])[C:22]2[CH:27]=[CH:26][C:25](I)=[CH:24][CH:23]=2)=[CH:17][CH:16]=1)=[O:7])([CH3:4])([CH3:3])[CH3:2].[S:30]1[CH:34]=[CH:33][C:32](B(O)O)=[CH:31]1.C1(P(C2C=CC=CC=2)C2C=CC=CC=2)C=CC=CC=1.C(=O)([O-])[O-].[K+].[K+]. The catalyst is COCCOC.C([O-])(=O)C.[Pd+2].C([O-])(=O)C.O.C(O)C. The product is [C:1]([O:5][C:6]([N:8]1[CH2:12][CH2:11][CH2:10][C@@H:9]1[CH2:13][O:14][C:15]1[CH:20]=[CH:19][C:18]([C:21](=[O:29])[C:22]2[CH:27]=[CH:26][C:25]([C:32]3[CH:33]=[CH:34][S:30][CH:31]=3)=[CH:24][CH:23]=2)=[CH:17][CH:16]=1)=[O:7])([CH3:4])([CH3:3])[CH3:2]. The yield is 0.600. (4) The reactants are Cl[CH2:2][CH2:3][OH:4].[SH:5][C:6]1[N:7]([CH3:11])[CH:8]=[CH:9][N:10]=1. The catalyst is [OH-].[Na+]. The product is [OH:4][CH2:3][CH2:2][S:5][C:6]1[N:7]([CH3:11])[CH:8]=[CH:9][N:10]=1. The yield is 0.820. (5) The product is [F:1][C:2]1[CH:7]=[CH:6][C:5]([C@H:8]2[NH:19][C:18](=[O:20])[CH2:17][CH2:16][CH:15]=[CH:14][CH2:13][C@@H:12]([NH:21][C:22](=[O:23])[CH3:30])[C:11](=[O:29])[O:10][CH2:9]2)=[CH:4][CH:3]=1. The catalyst is ClCCl. The yield is 0.450. The reactants are [F:1][C:2]1[CH:7]=[CH:6][C:5]([C@H:8]2[NH:19][C:18](=[O:20])[CH2:17][CH2:16][CH:15]=[CH:14][CH2:13][C@@H:12]([NH:21][C:22](=O)[O:23]C(C)(C)C)[C:11](=[O:29])[O:10][CH2:9]2)=[CH:4][CH:3]=1.[CH2:30]([SiH](CC)CC)C.FC(F)(F)C(O)=O.C(N(CC)CC)C.C(OC(=O)C)(=O)C. (6) The reactants are Br[C:2]1[N:3]=[C:4]([NH:11][C:12]2[CH:17]=[CH:16][C:15]([N:18]3[CH2:23][CH2:22][N:21]([CH3:24])[CH2:20][CH2:19]3)=[CH:14][N:13]=2)[C:5]2[N:6]([CH:8]=[CH:9][N:10]=2)[CH:7]=1.[C:25]([O:28][CH2:29][C:30]1[C:35](B2OC(C)(C)C(C)(C)O2)=[CH:34][C:33]([F:45])=[CH:32][C:31]=1[N:46]1[CH2:58][CH2:57][N:49]2[C:50]3[CH2:51][CH2:52][CH2:53][CH2:54][C:55]=3[CH:56]=[C:48]2[C:47]1=[O:59])(=[O:27])[CH3:26].C(=O)([O-])[O-].[Cs+].[Cs+].CC1(C)C2C(=C(P(C3C=CC=CC=3)C3C=CC=CC=3)C=CC=2)OC2C(P(C3C=CC=CC=3)C3C=CC=CC=3)=CC=CC1=2. The catalyst is C1C=CC(/C=C/C(/C=C/C2C=CC=CC=2)=O)=CC=1.C1C=CC(/C=C/C(/C=C/C2C=CC=CC=2)=O)=CC=1.C1C=CC(/C=C/C(/C=C/C2C=CC=CC=2)=O)=CC=1.[Pd].[Pd].O1CCOCC1. The product is [C:25]([O:28][CH2:29][C:30]1[C:31]([N:46]2[CH2:58][CH2:57][N:49]3[C:50]4[CH2:51][CH2:52][CH2:53][CH2:54][C:55]=4[CH:56]=[C:48]3[C:47]2=[O:59])=[CH:32][C:33]([F:45])=[CH:34][C:35]=1[C:2]1[N:3]=[C:4]([NH:11][C:12]2[CH:17]=[CH:16][C:15]([N:18]3[CH2:23][CH2:22][N:21]([CH3:24])[CH2:20][CH2:19]3)=[CH:14][N:13]=2)[C:5]2[N:6]([CH:8]=[CH:9][N:10]=2)[CH:7]=1)(=[O:27])[CH3:26]. The yield is 0.600. (7) The reactants are [Br:1][C:2]1[CH:10]=[C:9](/[CH:11]=[CH:12]/[CH:13]([C:18]2[CH:23]=[C:22]([Cl:24])[C:21]([F:25])=[C:20]([Cl:26])[CH:19]=2)[C:14]([F:17])([F:16])[F:15])[CH:8]=[CH:7][C:3]=1[C:4](O)=[O:5].[NH2:27][CH2:28][C:29]([NH:31][CH2:32][C:33]([F:36])([F:35])[F:34])=[O:30].F[P-](F)(F)(F)(F)F.N1(O[P+](N2CCCC2)(N2CCCC2)N2CCCC2)C2C=CC=CC=2N=N1.CCN(C(C)C)C(C)C. The catalyst is C(Cl)Cl.O. The product is [Br:1][C:2]1[CH:10]=[C:9](/[CH:11]=[CH:12]/[CH:13]([C:18]2[CH:19]=[C:20]([Cl:26])[C:21]([F:25])=[C:22]([Cl:24])[CH:23]=2)[C:14]([F:17])([F:16])[F:15])[CH:8]=[CH:7][C:3]=1[C:4]([NH:27][CH2:28][C:29](=[O:30])[NH:31][CH2:32][C:33]([F:36])([F:35])[F:34])=[O:5]. The yield is 0.310.